From a dataset of CYP2C19 inhibition data for predicting drug metabolism from PubChem BioAssay. Regression/Classification. Given a drug SMILES string, predict its absorption, distribution, metabolism, or excretion properties. Task type varies by dataset: regression for continuous measurements (e.g., permeability, clearance, half-life) or binary classification for categorical outcomes (e.g., BBB penetration, CYP inhibition). Dataset: cyp2c19_veith. (1) The drug is COc1ccccc1CNc1nc(-c2cccnc2)nc2ccccc12. The result is 1 (inhibitor). (2) The compound is NC(=O)CCCC1=NS(=O)(=O)c2ccccc2N1. The result is 0 (non-inhibitor). (3) The drug is CC(C)C[C@H]1C(=O)N2CCC[C@@H]2[C@@]2(O)O[C@](NC(=O)[C@@H]3C=C4c5cccc6[nH]cc(c56)C[C@@H]4N(C)C3)(C(C)C)C(=O)N12. The result is 0 (non-inhibitor). (4) The result is 1 (inhibitor). The molecule is CCc1sc(-c2c(C#N)c(N)nc3c2CCCCCC3)cc1[N+](=O)[O-]. (5) The result is 1 (inhibitor). The drug is c1ccc(Oc2cc(-c3ccccc3)ncn2)cc1. (6) The molecule is O=[As](O)(O)c1ccc(Cc2ccc([As](=O)(O)O)cc2)cc1. The result is 0 (non-inhibitor). (7) The molecule is COc1ccc(C(=O)N2CC3(CC(c4cccc([N+](=O)[O-])c4)=NO3)C[C@H]2C(=O)NCC(N)=O)cc1. The result is 0 (non-inhibitor). (8) The compound is CC(C)CO/N=C1\[C@@H]2CCn3c(=O)n(Cc4cc5c(cc4Cl)OCO5)c(=O)n3[C@H]2[C@H](O)[C@H]2O[C@H]12. The result is 0 (non-inhibitor). (9) The compound is COc1ccccc1NC(=O)Cn1cncc1-c1ccc([N+](=O)[O-])cc1. The result is 0 (non-inhibitor). (10) The compound is Cc1nc2cnc(N3CCNCC3)nc2n(CCC#N)c1=O. The result is 0 (non-inhibitor).